Dataset: Reaction yield outcomes from USPTO patents with 853,638 reactions. Task: Predict the reaction yield, written as a fraction of the theoretical maximum amount of product (1.0 means a 100% yield; for example, 0.34 means a 34% yield). (1) The reactants are [Cl:1][C:2]1[C:10]([C:11]([O:13][CH3:14])=[O:12])=[C:9]2[N:5]([CH2:6][CH2:7][CH2:8]2)[C:4](=[O:15])[CH:3]=1.[B-](F)(F)(F)[F:17].[B-](F)(F)(F)F.C1[N+]2(CCl)CC[N+](F)(CC2)C1. The catalyst is CN(C=O)C. The product is [Cl:1][C:2]1[C:10]([C:11]([O:13][CH3:14])=[O:12])=[C:9]2[N:5]([CH2:6][CH2:7][CH2:8]2)[C:4](=[O:15])[C:3]=1[F:17]. The yield is 0.310. (2) The reactants are [Cl:1][C:2]1[CH:3]=[C:4]([C:9]2[N:13]([CH3:14])[N:12]=[C:11]([C:15](=O)[CH3:16])[C:10]=2[OH:18])[CH:5]=[CH:6][C:7]=1[Cl:8].[NH:19]([C:21]([NH:23][C:24]1[CH:32]=[CH:31][C:27]([C:28]([OH:30])=[O:29])=[CH:26][CH:25]=1)=[S:22])[NH2:20].CN(C)C=O. The catalyst is Cl.O. The product is [Cl:1][C:2]1[CH:3]=[C:4]([C:9]2[N:13]([CH3:14])[N:12]=[C:11]([C:15](=[N:20][NH:19][C:21]([NH:23][C:24]3[CH:32]=[CH:31][C:27]([C:28]([OH:30])=[O:29])=[CH:26][CH:25]=3)=[S:22])[CH3:16])[C:10]=2[OH:18])[CH:5]=[CH:6][C:7]=1[Cl:8]. The yield is 0.590. (3) The reactants are [CH3:1][O:2][C:3]([C:5]1[CH:6]=[C:7]2[C:11](=[CH:12][CH:13]=1)[NH:10][CH:9]=[CH:8]2)=[O:4].[Cl:14]N1C(=O)CCC1=O. The catalyst is CO. The product is [CH3:1][O:2][C:3]([C:5]1[CH:6]=[C:7]2[C:11](=[CH:12][CH:13]=1)[NH:10][CH:9]=[C:8]2[Cl:14])=[O:4]. The yield is 0.620.